From a dataset of Experimentally validated miRNA-target interactions with 360,000+ pairs, plus equal number of negative samples. Binary Classification. Given a miRNA mature sequence and a target amino acid sequence, predict their likelihood of interaction. (1) The miRNA is hsa-miR-4494 with sequence CCAGACUGUGGCUGACCAGAGG. The protein sequence of the target gene is MAAANPWDPASAPNGAGLVLGHFIASGMVNQEMLNMSKKTVSCFVNFTRLQQITNIQAEIYQKNLEIELLKLEKDTADVVHPFFLAQKCHTLQSMNNHLEAVLKEKRSLRQRLLKPMCQENLPIEAVYHRYMVHLLELAVTFIERLETHLETIRNIPHLAANLKKMNQALAKMDILVTETEELAENILKWRKQQNEVSSCIPKILAEESYLYKHDIIMPPLPFTSKVHVQTINAK. Result: 0 (no interaction). (2) The miRNA is hsa-miR-6831-3p with sequence UGACUAACUCCCACUCUACAG. The protein sequence of the target gene is MVGRLSLQDVPELVDTKKKGDGVLDSPDSGLPPSPSPSHWGLAATAGGGGERAPVAGTLEPDAAVTPIVPNPASLTHSLAAICSPRLCPLSFGEGVEFDPLPPKEIKYTSSVKYDSERHFIDDVQMPLGLVVASCSQTVTCIPNCTWRNYKAEVRFEPRPKPARFLSTTIVYPKYPKTVYTTTLDYNCHKKLRRFLSSVELEATEFLGSDGLADEC. Result: 0 (no interaction). (3) The miRNA is hsa-miR-4326 with sequence UGUUCCUCUGUCUCCCAGAC. The protein sequence of the target gene is MEKTDAKDQSSQGDEEKDPPKSHPYSVETPYGFHLDLDFLKYVDDIEKGNTIKRIPIHRRAKQAKFSTLPRNFSLPDSGARPPAAPPLQNWSPVVPREASLGTQEQNQSPPLGNAPQASTSRSEVSYHRKALLAEATRQLEAAEPEDAELTFGSGRPQLLRASSMPATLLHSRASEEPGLSLGPPAPPALPPLQGEGSVCDGTFEPAEGLAGFHSSSPRASTRIPELVQEGAEPPEGVVKVPNHLPLPGPPFSFQNVLVVLEDKEDEHNAREAEVLFTPGSPTPSPPPLPSPIPENELLL.... Result: 0 (no interaction). (4) The miRNA is hsa-miR-1275 with sequence GUGGGGGAGAGGCUGUC. The protein sequence of the target gene is MSAAVACLDYFAAECLVSMSAGAVVHRRPPDPEGAGGAAGSEVGAAPPESALPGPGPPGPASVPQLPQVPAPSPGAGGAAPHLLAASVWADLRGSSGEGSWENSGEAPRASSGFSDPIPCSVQTPCSELAPASGAAAVCAPESSSDAPAVPSAPAAPGAPAASGGFSGGALGAGPAPAADQAPRRRSVTPAAKRHQCPFPGCTKAYYKSSHLKSHQRTHTGERPFSCDWLDCDKKFTRSDELARHYRTHTGEKRFSCPLCPKQFSRSDHLTKHARRHPTYHPDMIEYRGRRRTPRIDPPL.... Result: 0 (no interaction). (5) The miRNA is hsa-miR-325 with sequence CCUAGUAGGUGUCCAGUAAGUGU. The protein sequence of the target gene is MPRRKQQAPRRAAAYVSDELKAAALVEDDVEPEEQAADGEPSAKYMCPEKELSKACPSYQNSPAAEFSSHEMDSESHISETSDRMADFESSSIKNEEETKEVQVPLEDTTVSDSLEQMKAVYNNFLSNSYWSNLNLNLHQPSSENNGGSSSSSSSSSSSCGSGSFDWHQSAMAKTLQQVSQNRMLPEPSLFSTVQLYRQSSKLYGSIFTGASKFRCKDCSAAYDTLVELTVHMNETGHYRDDNHETDNNNPKRWSKPRKRSLLEMEGKEDAQKVLKCMYCGHSFESLQDLSVHMIKTKHY.... Result: 0 (no interaction). (6) The miRNA is hsa-miR-6729-3p with sequence UCAUCCCCCUCGCCCUCUCAG. The protein sequence of the target gene is MASTASEIIAFMVSISGWVLVSSTLPTDYWKVSTIDGTVITTATYWANLWKACVTDSTGVSNCKDFPSMLALDGYIQACRGLMIAAVSLGFFGSIFALFGMKCTKVGGSDKAKAKIACLAGIVFILSGLCSMTGCSLYANKITTEFFDPLFVEQKYELGAALFIGWAGASLCIIGGVIFCFSISDNNKTPRYTYNGATSVMSSRTKYHGGEDFKTTNPSKQFDKNAYV. Result: 1 (interaction). (7) The miRNA is hsa-miR-329-3p with sequence AACACACCUGGUUAACCUCUUU. The protein sequence of the target gene is MSEEVTYADLQFQNSSEMEKIPEIGKFGEKAPPAPSHVWRPAALFLTLLCLLLLIGLGVLASMFHVTLKIEMKKMNKLQNISEELQRNISLQLMSNMNISNKIRNLSTTLQTIATKLCRELYSKEQEHKCKPCPRRWIWHKDSCYFLSDDVQTWQESKMACAAQNASLLKINNKNALEFIKSQSRSYDYWLGLSPEEDSTRGMRVDNIINSSAWVIRNAPDLNNMYCGYINRLYVQYYHCTYKKRMICEKMANPVQLGSTYFREA. Result: 1 (interaction). (8) The miRNA is hsa-miR-6743-3p with sequence AGCCGCUCUUCUCCCUGCCCACA. The protein sequence of the target gene is MADLANEEKPAIAPPVFVFQKDKGQKSPAEQKNLSDSGEEPRGEAEAPHHGTGHPESAGEHALEPPAPAGASASTPPPPAPEAQLPPFPRELAGRSAGGSSPEGGEDSDREDGNYCPPVKRERTSSLTQFPPSQSEERSSGFRLKPPTLIHGQAPSAGLPSQKPKEQQRSVLRPAVLQAPQPKALSQTVPSSGTNGVSLPADCTGAVPAASPDTAAWRSPSEAADEVCALEEKEPQKNESSNASEEEACEKKDPATQQAFVFGQNLRDRVKLINESVDEADMENAGHPSADTPTATNYFL.... Result: 0 (no interaction). (9) The miRNA is hsa-miR-4725-3p with sequence UGGGGAAGGCGUCAGUGUCGGG. The protein sequence of the target gene is MGNRGMEELIPLVNKLQDAFSSIGQSCHLDLPQIAVVGGQSAGKSSVLENFVGRDFLPRGSGIVTRRPLILQLIFSKTEYAEFLHCKSKKFTDFDEVRQEIEAETDRVTGTNKGISPVPINLRVYSPHVLNLTLIDLPGITKVPVGDQPPDIEYQIKDMILQFISRESSLILAVTPANMDLANSDALKLAKEVDPQGLRTIGVITKLDLMDEGTDARDVLENKLLPLRRGYIGVVNRSQKDIEGKKDIRAALAAERKFFLSHPAYRHMADRMGTPHLQKTLNQQLTNHIRESLPTLRSKL.... Result: 0 (no interaction). (10) The miRNA is mmu-miR-466p-3p with sequence AUACAUACACGCACACAUAAGA. The protein sequence of the target gene is MAAAATMAAAARELVLRAGTSDMEEEEGPLAGGPGLQEPLQLGELDITSDEFILDEVDVHIQANLEDELVKEALKTGVDLRHYSKQVELELQQIEQKSIRDYIQESENIASLHNQITACDAVLERMEQMLGAFQSDLSSISSEIRTLQEQSGAMNIRLRNRQAVRGKLGELVDGLVVPSALVTAILEAPVTEPRFLEQLQELDAKAAAVREQEARGTAACADVRGVLDRLRVKAVTKIREFILQKIYSFRKPMTNYQIPQTALLKYRFFYQFLLGNERATAKEIRDEYVETLSKIYLSYY.... Result: 0 (no interaction).